Dataset: Full USPTO retrosynthesis dataset with 1.9M reactions from patents (1976-2016). Task: Predict the reactants needed to synthesize the given product. (1) Given the product [NH2:26][C:14]1[CH:13]=[C:12]([N:2]([CH3:1])[S:3]([C:6]2[CH:11]=[CH:10][CH:9]=[CH:8][CH:7]=2)(=[O:5])=[O:4])[CH:17]=[CH:16][C:15]=1[NH:18][CH2:19][CH:20]1[CH2:25][CH2:24][CH2:23][CH2:22][O:21]1, predict the reactants needed to synthesize it. The reactants are: [CH3:1][N:2]([C:12]1[CH:17]=[CH:16][C:15]([NH:18][CH2:19][CH:20]2[CH2:25][CH2:24][CH2:23][CH2:22][O:21]2)=[C:14]([N+:26]([O-])=O)[CH:13]=1)[S:3]([C:6]1[CH:11]=[CH:10][CH:9]=[CH:8][CH:7]=1)(=[O:5])=[O:4]. (2) Given the product [Cl:24][C:20]1[CH:21]=[CH:22][CH:23]=[C:2]([Cl:1])[C:3]=1[CH2:4][N:5]1[CH2:9][C:8]([OH:10])([CH3:25])[N:7]([CH2:11][C:12]2[CH:17]=[CH:16][CH:15]=[CH:14][C:13]=2[CH3:18])[C:6]1=[O:19], predict the reactants needed to synthesize it. The reactants are: [Cl:1][C:2]1[CH:23]=[CH:22][CH:21]=[C:20]([Cl:24])[C:3]=1[CH2:4][N:5]1[CH2:9][C:8](=[O:10])[N:7]([CH2:11][C:12]2[CH:17]=[CH:16][CH:15]=[CH:14][C:13]=2[CH3:18])[C:6]1=[O:19].[CH3:25][Mg]Br.[Cl-].[NH4+].